Dataset: Full USPTO retrosynthesis dataset with 1.9M reactions from patents (1976-2016). Task: Predict the reactants needed to synthesize the given product. (1) The reactants are: [CH:1]([N:4]1[CH2:9][CH2:8][CH:7]([O:10][C:11]2[CH:19]=[CH:18][C:17]3[N:16]4[CH2:20][CH2:21][NH:22][C:23](=[O:24])[C:15]4=[CH:14][C:13]=3[CH:12]=2)[CH2:6][CH2:5]1)([CH3:3])[CH3:2].[H-].[Na+].[CH3:27][O:28][C:29]1[CH:36]=[CH:35][CH:34]=[CH:33][C:30]=1[CH2:31]Cl. Given the product [CH:1]([N:4]1[CH2:9][CH2:8][CH:7]([O:10][C:11]2[CH:19]=[CH:18][C:17]3[N:16]4[CH2:20][CH2:21][N:22]([CH2:31][C:30]5[CH:33]=[CH:34][CH:35]=[CH:36][C:29]=5[O:28][CH3:27])[C:23](=[O:24])[C:15]4=[CH:14][C:13]=3[CH:12]=2)[CH2:6][CH2:5]1)([CH3:3])[CH3:2], predict the reactants needed to synthesize it. (2) Given the product [CH3:29][O:28][C:25]1([O:30][CH3:31])[CH2:26][C:2]([C:3]([O:5][CH:6]([CH3:7])[CH3:8])=[O:4])([C:1]([O:10][CH:11]([CH3:13])[CH3:12])=[O:9])[CH2:24]1, predict the reactants needed to synthesize it. The reactants are: [C:1]([O:10][CH:11]([CH3:13])[CH3:12])(=[O:9])[CH2:2][C:3]([O:5][CH:6]([CH3:8])[CH3:7])=[O:4].[H-].[Na+].CN(C)C=O.[H][H].Br[CH2:24][C:25]([O:30][CH3:31])([O:28][CH3:29])[CH2:26]Br. (3) Given the product [CH:19]1([CH2:25][N:26]([CH3:27])[C:2]([Cl:1])=[O:4])[CH2:24][CH2:23][CH2:22][CH2:21][CH2:20]1, predict the reactants needed to synthesize it. The reactants are: [Cl:1][C:2](Cl)([O:4]C(=O)OC(Cl)(Cl)Cl)Cl.N1C=CC=CC=1.[CH:19]1([CH2:25][NH:26][CH3:27])[CH2:24][CH2:23][CH2:22][CH2:21][CH2:20]1. (4) Given the product [F:12][C:9]([F:10])([F:11])[C:7]1[CH:6]=[C:5]([C@H:13]2[O:17][C:16](=[O:18])[N:15]([CH2:19][C:20]3[CH:25]=[C:24]([O:26][C:27]([F:29])([F:30])[F:28])[CH:23]=[CH:22][C:21]=3[N:31]([CH2:34][C@H:35]3[CH2:36][CH2:37][C@H:38]([CH2:41][C:42]([OH:44])=[O:43])[CH2:39][CH2:40]3)[CH2:32][CH3:33])[C@H:14]2[CH3:47])[CH:4]=[C:3]([C:2]([F:1])([F:49])[F:48])[CH:8]=1, predict the reactants needed to synthesize it. The reactants are: [F:1][C:2]([F:49])([F:48])[C:3]1[CH:4]=[C:5]([C@H:13]2[O:17][C:16](=[O:18])[N:15]([CH2:19][C:20]3[CH:25]=[C:24]([O:26][C:27]([F:30])([F:29])[F:28])[CH:23]=[CH:22][C:21]=3[N:31]([CH2:34][C@H:35]3[CH2:40][CH2:39][C@H:38]([CH2:41][C:42]([O:44]CC)=[O:43])[CH2:37][CH2:36]3)[CH2:32][CH3:33])[C@H:14]2[CH3:47])[CH:6]=[C:7]([C:9]([F:12])([F:11])[F:10])[CH:8]=1.[OH-].[K+].